Dataset: Full USPTO retrosynthesis dataset with 1.9M reactions from patents (1976-2016). Task: Predict the reactants needed to synthesize the given product. (1) Given the product [F:27][C:2]([F:1])([F:26])[C:3]1[CH:8]=[CH:7][C:6]([C:9]2[O:13][C:12]([NH:14][C:15]3[CH:16]=[CH:17][CH:18]=[C:19]4[C:24]=3[CH2:23][CH:22]([OH:25])[CH2:21][CH2:20]4)=[N:11][CH:10]=2)=[CH:5][CH:4]=1, predict the reactants needed to synthesize it. The reactants are: [F:1][C:2]([F:27])([F:26])[C:3]1[CH:8]=[CH:7][C:6]([C:9]2[O:13][C:12]([NH:14][C:15]3[CH:16]=[CH:17][CH:18]=[C:19]4[C:24]=3[CH2:23][C:22](=[O:25])[CH2:21][CH2:20]4)=[N:11][CH:10]=2)=[CH:5][CH:4]=1.[BH4-].[Na+].O. (2) Given the product [F:44][C:2]([F:1])([F:43])[C:3]1[CH:4]=[CH:5][C:6]([NH:9][C:10](=[O:42])[O:11][CH2:12][C@@H:13]([N:28]([CH3:41])[C:29]([NH:31][CH2:32][C:33]2[CH:38]=[CH:37][CH:36]=[C:35]([F:39])[C:34]=2[Cl:40])=[O:30])[CH2:14][CH2:15][CH2:16][NH2:17])=[N:7][CH:8]=1, predict the reactants needed to synthesize it. The reactants are: [F:1][C:2]([F:44])([F:43])[C:3]1[CH:4]=[CH:5][C:6]([NH:9][C:10](=[O:42])[O:11][CH2:12][C@@H:13]([N:28]([CH3:41])[C:29]([NH:31][CH2:32][C:33]2[CH:38]=[CH:37][CH:36]=[C:35]([F:39])[C:34]=2[Cl:40])=[O:30])[CH2:14][CH2:15][CH2:16][N:17]2C(=O)C3C(=CC=CC=3)C2=O)=[N:7][CH:8]=1.NN. (3) Given the product [Cl:16][C:17]1[CH:22]=[CH:21][C:20]([C:23]#[C:24][C:25]([N:10]2[CH2:9][CH:8]([CH2:11][CH:12]([CH3:14])[CH3:13])[NH:7][C:6](=[O:15])[CH:5]2[CH2:1][CH:2]([CH3:4])[CH3:3])=[O:26])=[C:19]([F:28])[CH:18]=1, predict the reactants needed to synthesize it. The reactants are: [CH2:1]([C@@H:5]1[NH:10][CH2:9][C@H:8]([CH2:11][CH:12]([CH3:14])[CH3:13])[NH:7][C:6]1=[O:15])[CH:2]([CH3:4])[CH3:3].[Cl:16][C:17]1[CH:22]=[CH:21][C:20]([C:23]#[C:24][C:25](O)=[O:26])=[C:19]([F:28])[CH:18]=1.C(C1N(C(=O)C#CC2C=CC=CC=2)CC(CC(C)C)NC1=O)C(C)C. (4) The reactants are: [OH-].[Na+].C[O:4][C:5](=[O:41])[CH2:6][C:7]1[CH:8]=[N:9][CH:10]=[C:11]([C:13]2[CH:18]=[CH:17][C:16]([C:19]([CH2:38][CH3:39])([C:22]3[CH:27]=[CH:26][C:25]([C:28]#[C:29][C:30]4([OH:36])[CH2:35][CH2:34][O:33][CH2:32][CH2:31]4)=[C:24]([CH3:37])[CH:23]=3)[CH2:20][CH3:21])=[CH:15][C:14]=2[CH3:40])[CH:12]=1. Given the product [CH2:20]([C:19]([C:16]1[CH:17]=[CH:18][C:13]([C:11]2[CH:12]=[C:7]([CH2:6][C:5]([OH:41])=[O:4])[CH:8]=[N:9][CH:10]=2)=[C:14]([CH3:40])[CH:15]=1)([C:22]1[CH:27]=[CH:26][C:25]([C:28]#[C:29][C:30]2([OH:36])[CH2:35][CH2:34][O:33][CH2:32][CH2:31]2)=[C:24]([CH3:37])[CH:23]=1)[CH2:38][CH3:39])[CH3:21], predict the reactants needed to synthesize it. (5) Given the product [CH3:21][O:20][C:19]1[C:13]2[CH:12]=[C:11]([NH:10][C:9]([N:29]3[CH2:34][CH2:33][S:32][CH2:31][CH2:30]3)=[O:8])[S:15][C:14]=2[C:16]([C:22]2[CH:27]=[CH:26][CH:25]=[CH:24][CH:23]=2)=[CH:17][CH:18]=1, predict the reactants needed to synthesize it. The reactants are: C([O:8][C:9](=O)[NH:10][C:11]1[S:15][C:14]2[C:16]([C:22]3[CH:27]=[CH:26][CH:25]=[CH:24][CH:23]=3)=[CH:17][CH:18]=[C:19]([O:20][CH3:21])[C:13]=2[CH:12]=1)C1C=CC=CC=1.[NH:29]1[CH2:34][CH2:33][S:32][CH2:31][CH2:30]1.